Dataset: Forward reaction prediction with 1.9M reactions from USPTO patents (1976-2016). Task: Predict the product of the given reaction. (1) The product is: [O:1]1[C:6]2[CH:7]=[CH:8][CH:9]=[C:10]([CH2:11][CH2:12][NH:13][C:14](=[O:16])[CH3:15])[C:5]=2[O:4][CH2:3][CH2:2]1. Given the reactants [O:1]1[C:6]2[CH:7]=[CH:8][CH:9]=[C:10]([CH2:11][CH2:12][NH2:13])[C:5]=2[O:4][CH2:3][CH2:2]1.[C:14](OC(=O)C)(=[O:16])[CH3:15], predict the reaction product. (2) Given the reactants [CH3:1][N:2]1[CH2:9][C@@H:8]2[C@@H:4]([N:5]([C:10]3[CH:15]=[CH:14][C:13]([N:16]4[CH2:21][CH2:20][NH:19][CH2:18][CH2:17]4)=[CH:12][CH:11]=3)[CH2:6][CH2:7]2)[CH2:3]1.[Cl:22][C:23]1[N:24]=[N:25][C:26](Cl)=[CH:27][CH:28]=1.C(N(CC)CC)C, predict the reaction product. The product is: [Cl:22][C:23]1[N:24]=[N:25][C:26]([N:19]2[CH2:18][CH2:17][N:16]([C:13]3[CH:12]=[CH:11][C:10]([N:5]4[CH2:6][CH2:7][C@@H:8]5[CH2:9][N:2]([CH3:1])[CH2:3][C@H:4]45)=[CH:15][CH:14]=3)[CH2:21][CH2:20]2)=[CH:27][CH:28]=1. (3) Given the reactants [NH2:1][C:2]1[N:7]=[C:6]([NH:8][CH2:9][CH2:10][CH2:11][N:12]2[CH2:16][CH2:15][CH2:14][C:13]2=[O:17])[CH:5]=[C:4](Cl)[N:3]=1.[CH3:19][C:20]1[CH:25]=[CH:24][C:23]([CH3:26])=[CH:22][C:21]=1B(O)O.C(=O)([O-])[O-].[K+].[K+], predict the reaction product. The product is: [NH2:1][C:2]1[N:7]=[C:6]([NH:8][CH2:9][CH2:10][CH2:11][N:12]2[CH2:16][CH2:15][CH2:14][C:13]2=[O:17])[CH:5]=[C:4]([C:21]2[CH:22]=[C:23]([CH3:26])[CH:24]=[CH:25][C:20]=2[CH3:19])[N:3]=1. (4) Given the reactants [CH3:1][S:2](Cl)(=[O:4])=[O:3].[Br:6][C:7]1[CH:12]=[CH:11][C:10]([Br:13])=[CH:9][C:8]=1[CH:14]1[CH2:19][CH:18]([OH:20])[CH2:17][CH2:16][O:15]1.CCN(C(C)C)C(C)C, predict the reaction product. The product is: [CH3:1][S:2]([O:20][CH:18]1[CH2:17][CH2:16][O:15][CH:14]([C:8]2[CH:9]=[C:10]([Br:13])[CH:11]=[CH:12][C:7]=2[Br:6])[CH2:19]1)(=[O:4])=[O:3]. (5) Given the reactants [H-].[Na+].[CH3:3][O:4][C:5]1[CH:6]=[C:7]([OH:16])[C:8]2[C:9]([OH:15])=[N:10][CH:11]=[N:12][C:13]=2[CH:14]=1.[C:17]([O:23][CH2:24]Cl)(=[O:22])[C:18]([CH3:21])([CH3:20])[CH3:19], predict the reaction product. The product is: [C:17]([O:23][CH2:24][N:10]1[C:9](=[O:15])[C:8]2[C:13](=[CH:14][C:5]([O:4][CH3:3])=[CH:6][C:7]=2[OH:16])[N:12]=[CH:11]1)(=[O:22])[C:18]([CH3:21])([CH3:20])[CH3:19]. (6) Given the reactants C([C@H]1COC(C2C=CC=CN=2)=N1)(C)(C)C.[NH4+].F[P-](F)(F)(F)(F)F.[F:24][C:25]1[CH:26]=[C:27](B(O)O)[CH:28]=[CH:29][C:30]=1[C:31]([O:33][CH3:34])=[O:32].[CH3:38][O:39][C:40]1[CH:49]=[C:48]2[C:43]([C:44](=[O:50])[CH:45]=[CH:46][O:47]2)=[CH:42][CH:41]=1.O, predict the reaction product. The product is: [F:24][C:25]1[CH:26]=[C:27]([C@H:46]2[CH2:45][C:44](=[O:50])[C:43]3[C:48](=[CH:49][C:40]([O:39][CH3:38])=[CH:41][CH:42]=3)[O:47]2)[CH:28]=[CH:29][C:30]=1[C:31]([O:33][CH3:34])=[O:32]. (7) The product is: [Cl:1][C@@:2]1([F:31])[C@H:6]([OH:7])[C@@H:5]([CH2:18][OH:19])[O:4][C:3]1=[O:30]. Given the reactants [Cl:1][C@@:2]1([F:31])[C@H:6]([O:7][Si](C(C)C)(C(C)C)C(C)C)[C@@H:5]([CH2:18][O:19][Si](C(C)C)(C(C)C)C(C)C)[O:4][C:3]1=[O:30].Cl, predict the reaction product. (8) Given the reactants Br[C:2]1[CH:6]=[CH:5][S:4][C:3]=1[CH:7]=[O:8].[N-:9]=[N+:10]=[N-:11].[Na+].O, predict the reaction product. The product is: [N:9]([C:2]1[CH:6]=[CH:5][S:4][C:3]=1[CH:7]=[O:8])=[N+:10]=[N-:11]. (9) Given the reactants [Cl:1][C:2]1[CH:3]=[C:4]([CH:9]2[CH2:13][CH2:12][O:11][C:10]2=[O:14])[CH:5]=[CH:6][C:7]=1[Cl:8].[H-].[Na+].C1C=CC(S(N(S(C2C=CC=CC=2)(=O)=O)[F:27])(=O)=O)=CC=1, predict the reaction product. The product is: [Cl:1][C:2]1[CH:3]=[C:4]([C:9]2([F:27])[CH2:13][CH2:12][O:11][C:10]2=[O:14])[CH:5]=[CH:6][C:7]=1[Cl:8]. (10) Given the reactants C(=O)([O-])[O-].[K+].[K+].CN(C)C=O.F[C:13]1[CH:22]=[C:21]([NH:23][C:24]([C:26]2[CH:31]=[CH:30][CH:29]=[CH:28][N:27]=2)=[O:25])[C:20]([N+:32]([O-:34])=[O:33])=[CH:19][C:14]=1[C:15]([O:17][CH3:18])=[O:16].[CH2:35]([S:37]([C:40]1[CH:45]=[CH:44][C:43]([OH:46])=[CH:42][CH:41]=1)(=[O:39])=[O:38])[CH3:36], predict the reaction product. The product is: [CH2:35]([S:37]([C:40]1[CH:45]=[CH:44][C:43]([O:46][C:13]2[CH:22]=[C:21]([NH:23][C:24]([C:26]3[CH:31]=[CH:30][CH:29]=[CH:28][N:27]=3)=[O:25])[C:20]([N+:32]([O-:34])=[O:33])=[CH:19][C:14]=2[C:15]([O:17][CH3:18])=[O:16])=[CH:42][CH:41]=1)(=[O:39])=[O:38])[CH3:36].